This data is from Experimentally validated miRNA-target interactions with 360,000+ pairs, plus equal number of negative samples. The task is: Binary Classification. Given a miRNA mature sequence and a target amino acid sequence, predict their likelihood of interaction. The miRNA is hsa-miR-587 with sequence UUUCCAUAGGUGAUGAGUCAC. The protein sequence of the target gene is MAKTYDYLFKLLLIGDSGVGKTCLLFRFSEDAFNTTFISTIGIDFKIRTIELDGKKIKLQIWDTAGQERFRTITTAYYRGAMGIMLVYDITNEKSFDNIKNWIRNIEEHASSDVERMILGNKCDMNDKRQVSKERGEKLAIDYGIKFLETSAKSSTNVEEAFFTLARDIMTKLNRKMNDSNSSGAGGPVKITESRSKKTSFFRCSLL. Result: 0 (no interaction).